This data is from Reaction yield outcomes from USPTO patents with 853,638 reactions. The task is: Predict the reaction yield, written as a fraction of the theoretical maximum amount of product (1.0 means a 100% yield; for example, 0.34 means a 34% yield). (1) The reactants are C([Si](C)(C)[O:6][C:7]1[C:12]([CH3:13])=[CH:11][C:10]([C:14]2([C:24]3[CH:29]=[C:28]([CH3:30])[C:27]([O:31][Si](C(C)(C)C)(C)C)=[C:26]([CH3:39])[CH:25]=3)[C:22]3[C:17](=[CH:18][CH:19]=[CH:20][CH:21]=3)[NH:16][C:15]2=[O:23])=[CH:9][C:8]=1[CH3:40])(C)(C)C.[N:43]1[CH:48]=[CH:47][C:46](B(O)O)=[CH:45][CH:44]=1.C(N(CC)CC)C.[F-].C([N+](CCCC)(CCCC)CCCC)CCC.[Cl-].[NH4+]. The catalyst is C1COCC1.C([O-])(=O)C.[Cu+2].C([O-])(=O)C.C(OCC)(=O)C.O.ClCCl. The product is [OH:31][C:27]1[C:26]([CH3:39])=[CH:25][C:24]([C:14]2([C:10]3[CH:11]=[C:12]([CH3:13])[C:7]([OH:6])=[C:8]([CH3:40])[CH:9]=3)[C:22]3[C:17](=[CH:18][CH:19]=[CH:20][CH:21]=3)[N:16]([C:46]3[CH:47]=[CH:48][N:43]=[CH:44][CH:45]=3)[C:15]2=[O:23])=[CH:29][C:28]=1[CH3:30]. The yield is 0.210. (2) The reactants are O[Li].O.[C:4]([O:8][C:9]([N:11]1[CH2:16][CH2:15][C:14]([C:32](=[O:34])[NH2:33])([NH:17][C:18]([CH:20]2[CH2:25][CH2:24][CH:23]([CH2:26][CH2:27][C:28]([F:31])([F:30])[F:29])[CH2:22][CH2:21]2)=O)[CH2:13][CH2:12]1)=[O:10])([CH3:7])([CH3:6])[CH3:5].[Cl-].[NH4+]. The catalyst is C(O)C. The product is [C:4]([O:8][C:9]([N:11]1[CH2:16][CH2:15][C:14]2([N:17]=[C:18]([CH:20]3[CH2:25][CH2:24][CH:23]([CH2:26][CH2:27][C:28]([F:31])([F:30])[F:29])[CH2:22][CH2:21]3)[NH:33][C:32]2=[O:34])[CH2:13][CH2:12]1)=[O:10])([CH3:7])([CH3:6])[CH3:5]. The yield is 0.920. (3) The reactants are [CH2:1]([O:8][C:9]1[N:10]=[N:11][C:12]([C:23]#[C:24][C:25]2[CH:30]=[CH:29][CH:28]=[CH:27][CH:26]=2)=[CH:13][C:14]=1[O:15][CH2:16][C:17]1[CH:22]=[CH:21][CH:20]=[CH:19][CH:18]=1)[C:2]1[CH:7]=[CH:6][CH:5]=[CH:4][CH:3]=1.C(OC1N=NC(Cl)=CC=1OCC1C=CC=CC=1)C1C=CC=CC=1.C(C1C=CC=C([O:62][C:63]([F:66])([F:65])[F:64])C=1)#C. No catalyst specified. The product is [CH2:1]([O:8][C:9]1[N:10]=[N:11][C:12]([C:23]#[C:24][C:25]2[CH:30]=[CH:29][CH:28]=[C:27]([O:62][C:63]([F:66])([F:65])[F:64])[CH:26]=2)=[CH:13][C:14]=1[O:15][CH2:16][C:17]1[CH:18]=[CH:19][CH:20]=[CH:21][CH:22]=1)[C:2]1[CH:3]=[CH:4][CH:5]=[CH:6][CH:7]=1. The yield is 0.370.